From a dataset of Full USPTO retrosynthesis dataset with 1.9M reactions from patents (1976-2016). Predict the reactants needed to synthesize the given product. (1) Given the product [O:13]1[CH2:12][CH2:11][CH2:10][O:9][CH:8]1[C:6]1[CH:5]=[CH:4][C:3]2[O:14][C:16](=[O:18])[NH:1][C:2]=2[CH:7]=1, predict the reactants needed to synthesize it. The reactants are: [NH2:1][C:2]1[CH:7]=[C:6]([CH:8]2[O:13][CH2:12][CH2:11][CH2:10][O:9]2)[CH:5]=[CH:4][C:3]=1[OH:14].Cl[C:16](Cl)([O:18]C(=O)OC(Cl)(Cl)Cl)Cl. (2) Given the product [C:36]([O:40][C:41]([N:43]1[CH2:48][CH2:47][N:46]([C:19]2[CH:20]=[CH:21][C:16]([C:14](=[O:15])[CH2:13][CH2:12][C:9]3[CH:10]=[CH:11][C:6]([NH:5][C:3](=[O:4])[C:2]([F:24])([F:23])[F:1])=[CH:7][CH:8]=3)=[CH:17][CH:18]=2)[CH2:45][CH2:44]1)=[O:42])([CH3:39])([CH3:37])[CH3:38], predict the reactants needed to synthesize it. The reactants are: [F:1][C:2]([F:24])([F:23])[C:3]([NH:5][C:6]1[CH:11]=[CH:10][C:9]([CH2:12][CH2:13][C:14]([C:16]2[CH:21]=[CH:20][C:19](F)=[CH:18][CH:17]=2)=[O:15])=[CH:8][CH:7]=1)=[O:4].C(OC(N1CCNCC1)=O)C.[C:36]([O:40][C:41]([N:43]1[CH2:48][CH2:47][NH:46][CH2:45][CH2:44]1)=[O:42])([CH3:39])([CH3:38])[CH3:37]. (3) Given the product [Cl:11][C:10]1[CH:9]=[C:8]2[C:4]([C:5]([CH:12]=[O:13])=[CH:6][NH:7]2)=[CH:3][C:2]=1[C:20]1[CH:21]=[CH:22][C:17]([CH:14]([CH3:16])[CH3:15])=[CH:18][CH:19]=1, predict the reactants needed to synthesize it. The reactants are: Br[C:2]1[CH:3]=[C:4]2[C:8](=[CH:9][C:10]=1[Cl:11])[NH:7][CH:6]=[C:5]2[CH:12]=[O:13].[CH:14]([C:17]1[CH:22]=[CH:21][C:20](B(O)O)=[CH:19][CH:18]=1)([CH3:16])[CH3:15].C(=O)([O-])[O-].[Cs+].[Cs+]. (4) Given the product [CH3:82][N:79]1[CH2:80][CH2:81][N:76]([C:73]2[CH:74]=[CH:75][C:70]([NH:69][C:63]3[C:64]([C:67]#[N:68])=[N:65][CH:66]=[C:61]([NH:1][C:2]4[CH:7]=[CH:6][CH:5]=[CH:4][CH:3]=4)[CH:62]=3)=[CH:71][CH:72]=2)[CH2:77][CH2:78]1, predict the reactants needed to synthesize it. The reactants are: [NH2:1][C:2]1[CH:7]=[CH:6][CH:5]=[CH:4][CH:3]=1.C(=O)([O-])[O-].[Cs+].[Cs+].C1(P(C2C=CC=CC=2)C2C=CC3C(=CC=CC=3)C=2C2C3C(=CC=CC=3)C=CC=2P(C2C=CC=CC=2)C2C=CC=CC=2)C=CC=CC=1.Br[C:61]1[CH:62]=[C:63]([NH:69][C:70]2[CH:75]=[CH:74][C:73]([N:76]3[CH2:81][CH2:80][N:79]([CH3:82])[CH2:78][CH2:77]3)=[CH:72][CH:71]=2)[C:64]([C:67]#[N:68])=[N:65][CH:66]=1. (5) Given the product [CH:17]1([C:2]2[CH:3]=[N:4][CH:5]=[CH:6][C:7]=2[N:8]2[CH2:13][CH2:12][CH:11]([C:14]([NH2:16])=[O:15])[CH2:10][CH2:9]2)[CH2:19][CH2:18]1, predict the reactants needed to synthesize it. The reactants are: Br[C:2]1[CH:3]=[N:4][CH:5]=[CH:6][C:7]=1[N:8]1[CH2:13][CH2:12][CH:11]([C:14]([NH2:16])=[O:15])[CH2:10][CH2:9]1.[CH:17]1(B(O)O)[CH2:19][CH2:18]1.C(=O)([O-])[O-].[Na+].[Na+].